Dataset: Full USPTO retrosynthesis dataset with 1.9M reactions from patents (1976-2016). Task: Predict the reactants needed to synthesize the given product. (1) The reactants are: C([O:3][CH:4](OCC)[C:5]1[O:13][C:12]2[C:11]([C:14]3[CH:19]=[CH:18][CH:17]=[C:16]([O:20][C:21]([F:24])([F:23])[F:22])[CH:15]=3)=[CH:10][N:9]=[CH:8][C:7]=2[CH:6]=1)C.Cl.C(=O)(O)[O-].[Na+]. Given the product [F:24][C:21]([F:22])([F:23])[O:20][C:16]1[CH:15]=[C:14]([C:11]2[C:12]3[O:13][C:5]([CH:4]=[O:3])=[CH:6][C:7]=3[CH:8]=[N:9][CH:10]=2)[CH:19]=[CH:18][CH:17]=1, predict the reactants needed to synthesize it. (2) Given the product [C:19]([C:2]1[N:6]([CH3:7])[N:5]=[C:4]([C:8]([F:14])([F:13])[C:9]([F:12])([F:11])[F:10])[C:3]=1[C:15]([F:18])([F:17])[F:16])#[N:20], predict the reactants needed to synthesize it. The reactants are: F[C:2]1[N:6]([CH3:7])[N:5]=[C:4]([C:8]([F:14])([F:13])[C:9]([F:12])([F:11])[F:10])[C:3]=1[C:15]([F:18])([F:17])[F:16].[C-:19]#[N:20].[Na+].O.C(OCC)C. (3) Given the product [NH2:18][C:16]1[CH:15]=[CH:14][C:13]([CH3:21])=[C:12]([CH:17]=1)[C:11]([NH:10][C:7]1[CH:8]=[C:9]2[N:1]=[CH:2][NH:3][C:4]2=[N:5][CH:6]=1)=[O:22], predict the reactants needed to synthesize it. The reactants are: [N:1]1[C:9]2[C:4](=[N:5][CH:6]=[C:7]([NH:10][C:11](=[O:22])[C:12]3[CH:17]=[C:16]([N+:18]([O-])=O)[CH:15]=[CH:14][C:13]=3[CH3:21])[CH:8]=2)[NH:3][CH:2]=1. (4) The reactants are: [C:1]([OH:6])(=[O:5])[C@H:2]([CH3:4])[OH:3].[C:7]1([CH3:17])[CH:12]=CC(S(O)(=O)=O)=C[CH:8]=1. Given the product [CH3:4][CH:2]1[O:3][CH:8]([CH:7]([CH3:17])[CH3:12])[O:5][C:1]1=[O:6], predict the reactants needed to synthesize it. (5) The reactants are: Br[C:2]1[CH:3]=[N:4][CH:5]=[C:6]([CH:11]=1)[C:7]([O:9][CH3:10])=[O:8].[CH3:12][S:13]([C:16]1[CH:21]=[CH:20][C:19](B(O)O)=[CH:18][CH:17]=1)(=[O:15])=[O:14]. Given the product [CH3:12][S:13]([C:16]1[CH:21]=[CH:20][C:19]([C:2]2[CH:11]=[C:6]([C:7]([O:9][CH3:10])=[O:8])[CH:5]=[N:4][CH:3]=2)=[CH:18][CH:17]=1)(=[O:15])=[O:14], predict the reactants needed to synthesize it. (6) The reactants are: Br[C:2]1[C:3]([N:22]2[CH2:25][C:24]([F:27])([F:26])[CH2:23]2)=[C:4]([C@H:10]([O:17][C:18]([CH3:21])([CH3:20])[CH3:19])[C:11]([O:13][CH:14]([CH3:16])[CH3:15])=[O:12])[C:5]([CH3:9])=[N:6][C:7]=1[CH3:8].[F:28][C:29]1[CH:46]=[CH:45][C:32]([CH2:33][CH2:34][O:35][C:36]2[CH:41]=[CH:40][C:39](B(O)O)=[CH:38][CH:37]=2)=[CH:31][CH:30]=1.C(=O)([O-])[O-].[Na+].[Na+]. Given the product [C:18]([O:17][C@@H:10]([C:4]1[C:5]([CH3:9])=[N:6][C:7]([CH3:8])=[C:2]([C:39]2[CH:38]=[CH:37][C:36]([O:35][CH2:34][CH2:33][C:32]3[CH:31]=[CH:30][C:29]([F:28])=[CH:46][CH:45]=3)=[CH:41][CH:40]=2)[C:3]=1[N:22]1[CH2:25][C:24]([F:27])([F:26])[CH2:23]1)[C:11]([O:13][CH:14]([CH3:16])[CH3:15])=[O:12])([CH3:21])([CH3:20])[CH3:19], predict the reactants needed to synthesize it. (7) Given the product [C:2]([C:4]1([NH:7][C:8]([C@@H:10]2[CH2:14][C@@H:13]([S:15]([C:18]3[CH:23]=[CH:22][CH:21]=[CH:20][C:19]=3[C:24]([F:27])([F:25])[F:26])(=[O:17])=[O:16])[CH2:12][N:11]2[CH:28]=[O:29])=[O:9])[CH2:5][CH2:6]1)#[N:3], predict the reactants needed to synthesize it. The reactants are: Cl.[C:2]([C:4]1([NH:7][C:8]([C@@H:10]2[CH2:14][C@@H:13]([S:15]([C:18]3[CH:23]=[CH:22][CH:21]=[CH:20][C:19]=3[C:24]([F:27])([F:26])[F:25])(=[O:17])=[O:16])[CH2:12][NH:11]2)=[O:9])[CH2:6][CH2:5]1)#[N:3].[CH:28](OC1C=CC([N+]([O-])=O)=CC=1)=[O:29]. (8) Given the product [N:7]1([CH2:6][CH2:5][CH2:4][CH2:3][CH2:2][N:30]2[CH2:31][CH2:32][CH:27]([C:24]3[CH:25]=[CH:26][C:21]([NH:20][C:18](=[O:19])[CH:17]([CH3:16])[CH3:33])=[CH:22][CH:23]=3)[CH2:28][CH2:29]2)[C:15]2[C:10](=[CH:11][CH:12]=[CH:13][CH:14]=2)[CH:9]=[CH:8]1, predict the reactants needed to synthesize it. The reactants are: Cl[CH2:2][CH2:3][CH2:4][CH2:5][CH2:6][N:7]1[C:15]2[C:10](=[CH:11][CH:12]=[CH:13][CH:14]=2)[CH:9]=[CH:8]1.[CH3:16][CH:17]([CH3:33])[C:18]([NH:20][C:21]1[CH:26]=[CH:25][C:24]([CH:27]2[CH2:32][CH2:31][NH:30][CH2:29][CH2:28]2)=[CH:23][CH:22]=1)=[O:19]. (9) Given the product [N:17]1[C:26]2[C:21](=[CH:22][CH:23]=[CH:24][CH:25]=2)[CH:20]=[CH:19][C:18]=1[N:27]1[CH2:28][CH2:29][N:30]([CH:33]([CH3:40])[CH2:34][CH2:35][CH2:36][C:37]([NH:1][C:2]2[CH2:7][CH2:6][CH2:5][CH2:4][C:3]=2[C:8]([O:10][CH2:11][CH3:12])=[O:9])=[O:38])[CH2:31][CH2:32]1, predict the reactants needed to synthesize it. The reactants are: [NH2:1][C:2]1[CH2:7][CH2:6][CH2:5][CH2:4][C:3]=1[C:8]([O:10][CH2:11][CH3:12])=[O:9].P(Cl)(Cl)Cl.[N:17]1[C:26]2[C:21](=[CH:22][CH:23]=[CH:24][CH:25]=2)[CH:20]=[CH:19][C:18]=1[N:27]1[CH2:32][CH2:31][N:30]([CH:33]([CH3:40])[CH2:34][CH2:35][CH2:36][C:37](O)=[O:38])[CH2:29][CH2:28]1.